The task is: Predict the reactants needed to synthesize the given product.. This data is from Full USPTO retrosynthesis dataset with 1.9M reactions from patents (1976-2016). Given the product [CH3:26][O:25][C:22]1[CH:23]=[CH:24][C:19]([CH2:18][C:17]([NH:16][C:13]2[CH:12]=[CH:11][C:10]([C:9]([N:8]([CH2:7][C:6]([OH:5])=[O:43])[CH2:33][C:34]3[CH:35]=[CH:36][C:37]([C:38]4[O:39][N:69]=[C:61]([C:62]5[CH:67]=[CH:66][C:65]([CH3:68])=[CH:64][CH:63]=5)[N:60]=4)=[CH:41][CH:42]=3)=[O:32])=[CH:15][CH:14]=2)=[O:31])=[C:20]([C:27]([F:29])([F:28])[F:30])[CH:21]=1, predict the reactants needed to synthesize it. The reactants are: C([O:5][C:6](=[O:43])[CH2:7][N:8]([CH2:33][C:34]1[CH:42]=[CH:41][C:37]([C:38](O)=[O:39])=[CH:36][CH:35]=1)[C:9](=[O:32])[C:10]1[CH:15]=[CH:14][C:13]([NH:16][C:17](=[O:31])[CH2:18][C:19]2[CH:24]=[CH:23][C:22]([O:25][CH3:26])=[CH:21][C:20]=2[C:27]([F:30])([F:29])[F:28])=[CH:12][CH:11]=1)(C)(C)C.CN1CCOCC1.ClC(OCC(C)C)=O.O[NH:60][C:61](=[NH:69])[C:62]1[CH:67]=[CH:66][C:65]([CH3:68])=[CH:64][CH:63]=1.